This data is from Catalyst prediction with 721,799 reactions and 888 catalyst types from USPTO. The task is: Predict which catalyst facilitates the given reaction. (1) Reactant: Br[C:2]1[C:10]2[C:9]([Cl:11])=[N:8][CH:7]=[N:6][C:5]=2[NH:4][CH:3]=1.[Li]CCCC.[C:17](=[O:19])=[O:18]. Product: [Cl:11][C:9]1[C:10]2[C:2]([C:17]([OH:19])=[O:18])=[CH:3][NH:4][C:5]=2[N:6]=[CH:7][N:8]=1. The catalyst class is: 20. (2) Reactant: [CH3:1][N:2]([CH3:27])[CH2:3][C:4]([NH:6][C:7]1[CH:12]=[CH:11][C:10]([C@@H:13]2[O:18][CH2:17][CH2:16][N:15]([C@@H](C3C=CC=CC=3)C)[CH2:14]2)=[CH:9][CH:8]=1)=[O:5].C([O-])=O.[NH4+].O1CCCC1.CO. Product: [CH3:1][N:2]([CH3:27])[CH2:3][C:4]([NH:6][C:7]1[CH:8]=[CH:9][C:10]([C@@H:13]2[O:18][CH2:17][CH2:16][NH:15][CH2:14]2)=[CH:11][CH:12]=1)=[O:5]. The catalyst class is: 386.